Task: Predict the reaction yield, written as a fraction of the theoretical maximum amount of product (1.0 means a 100% yield; for example, 0.34 means a 34% yield).. Dataset: Reaction yield outcomes from USPTO patents with 853,638 reactions (1) The reactants are C(Cl)(=O)C(Cl)=O.[CH3:7][C:8]1[C:9]([C:22]2[CH:27]=[CH:26][C:25]([S:28](=[O:31])(=[O:30])[NH2:29])=[CH:24][CH:23]=2)=[C:10]([C:19]([OH:21])=O)[S:11][C:12]=1[N:13]1[CH2:18][CH2:17][O:16][CH2:15][CH2:14]1.[CH2:32]([N:34]([CH2:37]C)[CH2:35]C)C.Cl.[CH3:40][NH:41][O:42][CH3:43]. The catalyst is ClCCl.CN(C=O)C. The product is [CH3:32][N:34]([CH:37]=[N:29][S:28]([C:25]1[CH:24]=[CH:23][C:22]([C:9]2[C:8]([CH3:7])=[C:12]([N:13]3[CH2:14][CH2:15][O:16][CH2:17][CH2:18]3)[S:11][C:10]=2[C:19]([N:41]([O:42][CH3:43])[CH3:40])=[O:21])=[CH:27][CH:26]=1)(=[O:30])=[O:31])[CH3:35]. The yield is 0.530. (2) The reactants are C[O:2][C:3](=[O:29])[C@@H:4]([NH2:28])[CH2:5][C:6]1[CH:11]=[CH:10][C:9]([O:12][CH2:13][CH2:14][C:15]2[N:16]=[C:17]([C:21]3[CH:26]=[CH:25][CH:24]=[CH:23][CH:22]=3)[O:18][C:19]=2[CH3:20])=[C:8]([Br:27])[CH:7]=1.[F:30][C:31]1[CH:41]=[C:40]([F:42])[CH:39]=[CH:38][C:32]=1[CH:33]=[CH:34][C:35](O)=[O:36]. No catalyst specified. The product is [Br:27][C:8]1[CH:7]=[C:6]([CH2:5][C@H:4]([NH:28][C:35](=[O:36])[CH:34]=[CH:33][C:32]2[CH:38]=[CH:39][C:40]([F:42])=[CH:41][C:31]=2[F:30])[C:3]([OH:2])=[O:29])[CH:11]=[CH:10][C:9]=1[O:12][CH2:13][CH2:14][C:15]1[N:16]=[C:17]([C:21]2[CH:26]=[CH:25][CH:24]=[CH:23][CH:22]=2)[O:18][C:19]=1[CH3:20]. The yield is 0.310. (3) The reactants are [F:1][C:2]1[CH:7]=[CH:6][C:5]([OH:8])=[C:4]([CH3:9])[C:3]=1[NH:10][CH2:11][C:12]1[CH:17]=[C:16]([C:18]2[CH:23]=[CH:22][CH:21]=[C:20]([F:24])[CH:19]=2)[CH:15]=[C:14]([CH3:25])[C:13]=1[F:26].C([O-])([O-])=O.[Cs+].[Cs+].Br[CH2:34][C:35]([O:37][CH:38]([CH3:40])[CH3:39])=[O:36]. The catalyst is CC(=O)CC. The product is [F:1][C:2]1[CH:7]=[CH:6][C:5]([O:8][CH2:34][C:35]([O:37][CH:38]([CH3:40])[CH3:39])=[O:36])=[C:4]([CH3:9])[C:3]=1[NH:10][CH2:11][C:12]1[CH:17]=[C:16]([C:18]2[CH:23]=[CH:22][CH:21]=[C:20]([F:24])[CH:19]=2)[CH:15]=[C:14]([CH3:25])[C:13]=1[F:26]. The yield is 0.870.